From a dataset of Forward reaction prediction with 1.9M reactions from USPTO patents (1976-2016). Predict the product of the given reaction. Given the reactants [ClH:1].[NH2:2][C@@H:3]([CH3:9])[C:4]([O:6][CH2:7][CH3:8])=[O:5].[P:10](Cl)(Cl)(=[O:22])[O:11][C:12]1[C:21]2[C:16](=[CH:17][CH:18]=[CH:19][CH:20]=2)[CH:15]=[CH:14][CH:13]=1.C(N(CC)CC)C, predict the reaction product. The product is: [Cl:1][C:13]1[CH:14]=[CH:15][C:16]2[C:21](=[CH:20][CH:19]=[CH:18][CH:17]=2)[C:12]=1[O:11][P:10](=[N:2][C@@H:3]([CH3:9])[C:4]([O:6][CH2:7][CH3:8])=[O:5])=[O:22].